Predict the reaction yield, written as a fraction of the theoretical maximum amount of product (1.0 means a 100% yield; for example, 0.34 means a 34% yield). From a dataset of Reaction yield outcomes from USPTO patents with 853,638 reactions. (1) The reactants are C[Si]([CH:5](P(OCC)(OCC)=O)[C:6]([O-:8])=[O:7])(C)C.C([Li])CCC.[CH3:22][O:23][CH2:24][O:25][C:26]1[CH:31]=[C:30]([O:32][CH2:33][O:34][CH3:35])[CH:29]=[CH:28][C:27]=1[CH:36]1[CH2:41][CH2:40][C:39](=O)[CH2:38][CH2:37]1.[OH-].[Na+]. The catalyst is O1CCCC1. The product is [CH3:22][O:23][CH2:24][O:25][C:26]1[CH:31]=[C:30]([O:32][CH2:33][O:34][CH3:35])[CH:29]=[CH:28][C:27]=1[CH:36]1[CH2:41][CH2:40][C:39](=[CH:5][C:6]([OH:8])=[O:7])[CH2:38][CH2:37]1. The yield is 0.520. (2) The reactants are [S:1]1[CH:5]=[CH:4][C:3]([C:6]([OH:8])=O)=[CH:2]1.C(Cl)(=O)C(Cl)=O.[CH3:15][C:16]1[CH:17]=[C:18]([CH:20]=[CH:21][C:22]=1[I:23])N.C([O-])([O-])=O.[K+].[K+].[NH2:30]C1C=CC=CC=1. The product is [I:23][C:22]1[CH:21]=[C:20]([NH:30][C:6]([C:3]2[CH:4]=[CH:5][S:1][CH:2]=2)=[O:8])[CH:18]=[CH:17][C:16]=1[CH3:15]. The catalyst is C(Cl)Cl.CN(C=O)C.N1C=CC=CC=1. The yield is 0.290. (3) The reactants are [CH3:1][C:2]1([CH3:16])[CH2:6][C:5]2[CH:7]=[CH:8][CH:9]=[C:10]([C:11]([O:13][CH2:14][CH3:15])=[O:12])[C:4]=2[O:3]1.[N+:17]([O-])([OH:19])=[O:18]. The catalyst is FC(F)(F)C(O)=O. The product is [CH3:1][C:2]1([CH3:16])[CH2:6][C:5]2[CH:7]=[C:8]([N+:17]([O-:19])=[O:18])[CH:9]=[C:10]([C:11]([O:13][CH2:14][CH3:15])=[O:12])[C:4]=2[O:3]1. The yield is 0.830. (4) The reactants are [C:1]([O:5][C:6]([N:8]1[C@@H:12]([CH2:13][CH2:14][C:15]2[CH:20]=[CH:19][C:18]([NH2:21])=[CH:17][CH:16]=2)[CH2:11][O:10][C:9]1([CH3:23])[CH3:22])=[O:7])([CH3:4])([CH3:3])[CH3:2].[H-].[Na+].[Br:26][C:27]1[CH:28]=[CH:29][C:30]([CH:33](OS(C(F)(F)F)(=O)=O)[C:34]([F:37])([F:36])[F:35])=[N:31][CH:32]=1. The catalyst is C1COCC1.C(OCC)(=O)C. The product is [C:1]([O:5][C:6]([N:8]1[C@@H:12]([CH2:13][CH2:14][C:15]2[CH:16]=[CH:17][C:18]([NH:21][CH:33]([C:30]3[CH:29]=[CH:28][C:27]([Br:26])=[CH:32][N:31]=3)[C:34]([F:37])([F:36])[F:35])=[CH:19][CH:20]=2)[CH2:11][O:10][C:9]1([CH3:23])[CH3:22])=[O:7])([CH3:4])([CH3:2])[CH3:3]. The yield is 0.380. (5) The reactants are [Cl:1][C:2]1[C:11]2[C:6](=[CH:7][CH:8]=[CH:9][CH:10]=2)[CH:5]=[CH:4][C:3]=1[CH2:12][CH2:13][CH2:14][NH2:15].[N:16]1[CH:21]=[CH:20][CH:19]=[CH:18][C:17]=1[CH:22]=O. No catalyst specified. The product is [Cl:1][C:2]1[C:11]2[C:6](=[CH:7][CH:8]=[CH:9][CH:10]=2)[CH:5]=[CH:4][C:3]=1[CH2:12][CH2:13][CH2:14][NH:15][CH2:22][C:17]1[CH:18]=[CH:19][CH:20]=[CH:21][N:16]=1. The yield is 0.670. (6) The reactants are [Cl:1][C:2]1[N:9]=[C:8]([C:10]2[CH:15]=[CH:14][CH:13]=[CH:12][CH:11]=2)[C:7]([CH3:16])=[CH:6][C:3]=1[CH:4]=[O:5].N1C=CN=C1.[C:22]1(=[O:27])[CH2:26][CH2:25][CH:24]=[CH:23]1. The catalyst is CO.O. The product is [Cl:1][C:2]1[C:3]([CH:4]([OH:5])[C:23]2[C:22](=[O:27])[CH2:26][CH2:25][CH:24]=2)=[CH:6][C:7]([CH3:16])=[C:8]([C:10]2[CH:11]=[CH:12][CH:13]=[CH:14][CH:15]=2)[N:9]=1. The yield is 0.930. (7) The reactants are [C:1]([NH:4][C:5]1[C:13]([Cl:14])=[CH:12][C:8]([C:9]([OH:11])=O)=[C:7]([O:15][CH3:16])[CH:6]=1)(=[O:3])[CH3:2].[F:17][C:18]([F:31])([F:30])[C:19]1[CH:20]=[C:21]([CH:23]=[C:24]([C:26]([F:29])([F:28])[F:27])[CH:25]=1)[NH2:22]. No catalyst specified. The product is [C:1]([NH:4][C:5]1[C:13]([Cl:14])=[CH:12][C:8]([C:9]([NH:22][C:21]2[CH:23]=[C:24]([C:26]([F:27])([F:28])[F:29])[CH:25]=[C:19]([C:18]([F:17])([F:30])[F:31])[CH:20]=2)=[O:11])=[C:7]([O:15][CH3:16])[CH:6]=1)(=[O:3])[CH3:2]. The yield is 0.238.